From a dataset of Catalyst prediction with 721,799 reactions and 888 catalyst types from USPTO. Predict which catalyst facilitates the given reaction. (1) Reactant: [CH3:1][C:2]1([C:13]([OH:15])=[O:14])[CH2:6][S:5]C(C2C=CC=CC=2)=[N:3]1.[ClH:16]. Product: [ClH:16].[CH3:1][C@:2]([C:13]([OH:15])=[O:14])([CH2:6][SH:5])[NH2:3]. The catalyst class is: 6. (2) Reactant: [NH2:1][C@H:2]1[CH2:7][CH2:6][C@H:5]([C:8](O)=[O:9])[CH2:4][CH2:3]1.[H-].COCCO[Al+]OCCOC.[Na+].[H-].C1(C)C=CC=CC=1.[OH-].[Na+]. Product: [NH2:1][C@H:2]1[CH2:7][CH2:6][C@H:5]([CH2:8][OH:9])[CH2:4][CH2:3]1. The catalyst class is: 11. (3) Reactant: [I:1][C:2]1[CH:3]=[C:4]2[C:9](=[CH:10][CH:11]=1)[O:8][CH2:7][CH2:6][C:5]2([CH3:13])O.[N-:14]=[N+:15]=[N-:16].[Na+].C(O)(C(F)(F)F)=O. Product: [N:14]([C:5]1([CH3:13])[C:4]2[C:9](=[CH:10][CH:11]=[C:2]([I:1])[CH:3]=2)[O:8][CH2:7][CH2:6]1)=[N+:15]=[N-:16]. The catalyst class is: 146. (4) Reactant: [CH2:1]([N:8]1[CH2:28][CH2:27][C:11]2([C:15](=O)[N:14]([CH2:17][C:18]3[CH:23]=[CH:22][C:21]([O:24][CH3:25])=[CH:20][CH:19]=3)[C:13](=O)[CH2:12]2)[CH2:10][CH2:9]1)[C:2]1[CH:7]=[CH:6][CH:5]=[CH:4][CH:3]=1. Product: [CH2:1]([N:8]1[CH2:9][CH2:10][C:11]2([CH2:15][N:14]([CH2:17][C:18]3[CH:23]=[CH:22][C:21]([O:24][CH3:25])=[CH:20][CH:19]=3)[CH2:13][CH2:12]2)[CH2:27][CH2:28]1)[C:2]1[CH:3]=[CH:4][CH:5]=[CH:6][CH:7]=1. The catalyst class is: 1. (5) Reactant: [C:1]([O:5][CH3:6])(=[O:4])[CH:2]=[CH2:3].[C:7]([O:12][CH3:13])(=[O:11])[C:8]([CH3:10])=[CH2:9].[C:14]([O:17][CH:18]=[CH2:19])(=[O:16])[CH3:15].CC(N=NC(C#N)(C)C)(C#N)C. Product: [C:1]([O:5][CH3:6])(=[O:4])[CH:2]=[CH2:3].[C:7]([O:12][CH3:13])(=[O:11])[C:8]([CH3:10])=[CH2:9].[C:14]([O:17][CH:18]=[CH2:19])(=[O:16])[CH3:15]. The catalyst class is: 6. (6) Reactant: Cl[C:2]1[N:7]2[CH:8]=[CH:9][N:10]=[C:6]2[CH:5]=[C:4]([C:11]2[CH:16]=[CH:15][C:14]([O:17][CH3:18])=[C:13]([O:19][CH3:20])[CH:12]=2)[N:3]=1.[F:21][C:22]1[CH:27]=[CH:26][C:25]([N:28]2[CH2:33][CH2:32][NH:31][CH2:30][CH2:29]2)=[CH:24][CH:23]=1.C(N(C(C)C)CC)(C)C. Product: [CH3:20][O:19][C:13]1[CH:12]=[C:11]([C:4]2[N:3]=[C:2]([N:31]3[CH2:30][CH2:29][N:28]([C:25]4[CH:24]=[CH:23][C:22]([F:21])=[CH:27][CH:26]=4)[CH2:33][CH2:32]3)[N:7]3[CH:8]=[CH:9][N:10]=[C:6]3[CH:5]=2)[CH:16]=[CH:15][C:14]=1[O:17][CH3:18]. The catalyst class is: 41. (7) The catalyst class is: 80. Product: [Br:1][C:2]1[CH:3]=[CH:4][C:5]([O:18][C:16]2[CH:15]=[C:14]([CH3:19])[N:13]=[C:12]([CH3:11])[CH:17]=2)=[C:6]([CH:9]=1)[CH:7]=[O:8]. Reactant: [Br:1][C:2]1[CH:3]=[CH:4][C:5](F)=[C:6]([CH:9]=1)[CH:7]=[O:8].[CH3:11][C:12]1[CH:17]=[C:16]([OH:18])[CH:15]=[C:14]([CH3:19])[N:13]=1.C([O-])([O-])=O.[K+].[K+].